This data is from NCI-60 drug combinations with 297,098 pairs across 59 cell lines. The task is: Regression. Given two drug SMILES strings and cell line genomic features, predict the synergy score measuring deviation from expected non-interaction effect. (1) Drug 1: CC1=C(C=C(C=C1)NC(=O)C2=CC=C(C=C2)CN3CCN(CC3)C)NC4=NC=CC(=N4)C5=CN=CC=C5. Drug 2: CN(C(=O)NC(C=O)C(C(C(CO)O)O)O)N=O. Cell line: HOP-62. Synergy scores: CSS=-7.37, Synergy_ZIP=7.89, Synergy_Bliss=8.20, Synergy_Loewe=-5.22, Synergy_HSA=-4.93. (2) Drug 1: CC12CCC(CC1=CCC3C2CCC4(C3CC=C4C5=CN=CC=C5)C)O. Drug 2: CC1=C(C(CCC1)(C)C)C=CC(=CC=CC(=CC(=O)O)C)C. Cell line: HT29. Synergy scores: CSS=20.7, Synergy_ZIP=1.95, Synergy_Bliss=5.32, Synergy_Loewe=7.34, Synergy_HSA=7.35. (3) Drug 1: CCC1=CC2CC(C3=C(CN(C2)C1)C4=CC=CC=C4N3)(C5=C(C=C6C(=C5)C78CCN9C7C(C=CC9)(C(C(C8N6C)(C(=O)OC)O)OC(=O)C)CC)OC)C(=O)OC.C(C(C(=O)O)O)(C(=O)O)O. Drug 2: CC1=C(C(CCC1)(C)C)C=CC(=CC=CC(=CC(=O)O)C)C. Cell line: U251. Synergy scores: CSS=9.14, Synergy_ZIP=3.69, Synergy_Bliss=2.04, Synergy_Loewe=-30.2, Synergy_HSA=-2.15. (4) Drug 1: CCCS(=O)(=O)NC1=C(C(=C(C=C1)F)C(=O)C2=CNC3=C2C=C(C=N3)C4=CC=C(C=C4)Cl)F. Drug 2: CCC(=C(C1=CC=CC=C1)C2=CC=C(C=C2)OCCN(C)C)C3=CC=CC=C3.C(C(=O)O)C(CC(=O)O)(C(=O)O)O. Cell line: A549. Synergy scores: CSS=5.77, Synergy_ZIP=-0.589, Synergy_Bliss=0.425, Synergy_Loewe=-3.11, Synergy_HSA=-1.43. (5) Drug 1: C1CN1P(=S)(N2CC2)N3CC3. Drug 2: CC1=C2C(C(=O)C3(C(CC4C(C3C(C(C2(C)C)(CC1OC(=O)C(C(C5=CC=CC=C5)NC(=O)C6=CC=CC=C6)O)O)OC(=O)C7=CC=CC=C7)(CO4)OC(=O)C)O)C)OC(=O)C. Cell line: MCF7. Synergy scores: CSS=24.9, Synergy_ZIP=-7.72, Synergy_Bliss=-0.785, Synergy_Loewe=-34.2, Synergy_HSA=-1.10.